From a dataset of Forward reaction prediction with 1.9M reactions from USPTO patents (1976-2016). Predict the product of the given reaction. (1) Given the reactants Cl[C:2]1[N:10]=[C:9](F)[N:8]=[C:7]2[C:3]=1[N:4]=[CH:5][NH:6]2.C1(P(C2C=CC=CC=2)C2C=CC=CC=2)C=CC=CC=1.N(C(OCC)=O)=NC(OCC)=O, predict the reaction product. The product is: [N:10]1[CH:2]=[C:3]2[C:7]([N:6]=[CH:5][NH:4]2)=[N:8][CH:9]=1. (2) Given the reactants [NH2:1][C:2]1[CH:7]=[CH:6][C:5]([C:8]([C:10]2[N:18]3[C:13]([CH:14]=[CH:15][CH:16]=[CH:17]3)=[C:12]([O:19][CH3:20])[C:11]=2[CH3:21])=[O:9])=[CH:4][C:3]=1[O:22][CH3:23].Br[CH2:25][C:26]([O:28][CH2:29][CH3:30])=[O:27], predict the reaction product. The product is: [CH3:23][O:22][C:3]1[CH:4]=[C:5]([C:8]([C:10]2[N:18]3[C:13]([CH:14]=[CH:15][CH:16]=[CH:17]3)=[C:12]([O:19][CH3:20])[C:11]=2[CH3:21])=[O:9])[CH:6]=[CH:7][C:2]=1[NH:1][CH2:25][C:26]([O:28][CH2:29][CH3:30])=[O:27].